This data is from Full USPTO retrosynthesis dataset with 1.9M reactions from patents (1976-2016). The task is: Predict the reactants needed to synthesize the given product. (1) Given the product [NH2:30][C:31]1[CH:36]=[C:35]([C:21]2[CH:22]=[CH:23][CH:24]=[C:25]3[C:20]=2[CH:19]=[CH:18][N:17]=[C:16]3[NH:15][C:12]2[CH:13]=[CH:14][C:9]([C:7]3[S:8][C:4]4[CH:3]=[C:2]([CH3:1])[CH:28]=[CH:27][C:5]=4[N:6]=3)=[CH:10][CH:11]=2)[CH:34]=[CH:33][CH:32]=1, predict the reactants needed to synthesize it. The reactants are: [CH3:1][C:2]1[CH:28]=[CH:27][C:5]2[N:6]=[C:7]([C:9]3[CH:14]=[CH:13][C:12]([NH:15][C:16]4[C:25]5[C:20](=[C:21](Br)[CH:22]=[CH:23][CH:24]=5)[CH:19]=[CH:18][N:17]=4)=[CH:11][CH:10]=3)[S:8][C:4]=2[CH:3]=1.Cl.[NH2:30][C:31]1[CH:32]=[C:33](B(O)O)[CH:34]=[CH:35][CH:36]=1. (2) Given the product [CH2:15]([N:22]1[C:26]([C:6](=[O:7])[C:5]2[CH:9]=[CH:10][C:2]([Cl:1])=[CH:3][CH:4]=2)=[CH:25][CH:24]=[C:23]1[CH2:27][C:28]#[N:29])[C:16]1[CH:17]=[CH:18][CH:19]=[CH:20][CH:21]=1, predict the reactants needed to synthesize it. The reactants are: [Cl:1][C:2]1[CH:10]=[CH:9][C:5]([C:6](Cl)=[O:7])=[CH:4][CH:3]=1.[Cl-].[Al+3].[Cl-].[Cl-].[CH2:15]([N:22]1[CH:26]=[CH:25][CH:24]=[C:23]1[CH2:27][C:28]#[N:29])[C:16]1[CH:21]=[CH:20][CH:19]=[CH:18][CH:17]=1. (3) Given the product [C:14]([C:2]1[C:6]([S:7][C:8]2[CH:13]=[CH:12][CH:11]=[CH:10][CH:9]=2)=[CH:5][S:4][CH:3]=1)(=[O:16])[CH3:15], predict the reactants needed to synthesize it. The reactants are: Br[C:2]1[C:6]([S:7][C:8]2[CH:13]=[CH:12][CH:11]=[CH:10][CH:9]=2)=[CH:5][S:4][CH:3]=1.[C:14](C1C(Br)=CSC=1)(=[O:16])[CH3:15]. (4) The reactants are: [NH2:1][CH:2]1[CH2:7][CH2:6][N:5](C(OC(C)(C)C)=O)[CH2:4][CH2:3]1.[F:15][C:16]([F:27])([F:26])[C:17]1[CH:18]=[C:19]([N:23]=[C:24]=[O:25])[CH:20]=[CH:21][CH:22]=1.O.[OH-].[Na+]. Given the product [NH:5]1[CH2:4][CH2:3][CH:2]([NH:1][C:24]([NH:23][C:19]2[CH:20]=[CH:21][CH:22]=[C:17]([C:16]([F:15])([F:26])[F:27])[CH:18]=2)=[O:25])[CH2:7][CH2:6]1, predict the reactants needed to synthesize it. (5) Given the product [CH3:1][C:2]1[C:6]([CH2:7][OH:8])=[C:5]([CH3:10])[O:4][N:3]=1, predict the reactants needed to synthesize it. The reactants are: [CH3:1][C:2]1[C:6]([C:7](O)=[O:8])=[C:5]([CH3:10])[O:4][N:3]=1.[H-].[H-].[H-].[H-].[Li+].[Al+3].O.O.O.O.O.O.O.O.O.O.S([O-])([O-])(=O)=O.[Na+].[Na+].